Dataset: Forward reaction prediction with 1.9M reactions from USPTO patents (1976-2016). Task: Predict the product of the given reaction. Given the reactants [OH:1][C:2]1[CH:3]=[C:4]([C:8]2[N:16]=[C:15]3[C:11]([NH:12][C:13](=[O:24])[N:14]3[CH2:17][CH:18]3[CH2:23][CH2:22][O:21][CH2:20][CH2:19]3)=[C:10]([C:25]([O:27]C)=O)[N:9]=2)[CH:5]=[CH:6][CH:7]=1.[Si](OC1C=C(C2N=C3C(NC(=O)N3CC3CCOCC3)=C(C(OC)=O)[N:54]=2)C=CC=1)(C(C)(C)C)(C1C=CC=CC=1)C1C=CC=CC=1, predict the reaction product. The product is: [OH:1][C:2]1[CH:3]=[C:4]([C:8]2[N:16]=[C:15]3[C:11]([NH:12][C:13](=[O:24])[N:14]3[CH2:17][CH:18]3[CH2:23][CH2:22][O:21][CH2:20][CH2:19]3)=[C:10]([C:25]([NH2:54])=[O:27])[N:9]=2)[CH:5]=[CH:6][CH:7]=1.